From a dataset of Reaction yield outcomes from USPTO patents with 853,638 reactions. Predict the reaction yield, written as a fraction of the theoretical maximum amount of product (1.0 means a 100% yield; for example, 0.34 means a 34% yield). The reactants are C([N:3](CC)[CH:4]=[CH:5][C:6]([C:8]1[CH:9]=[C:10]([NH:16][C:17]([NH:19][C:20]2[CH:25]=[CH:24][C:23]([F:26])=[CH:22][C:21]=2[F:27])=[O:18])[CH:11]=[CH:12][C:13]=1[O:14][CH3:15])=O)C.[NH2:30]N. The catalyst is CO.C(O)(=O)C. The product is [F:27][C:21]1[CH:22]=[C:23]([F:26])[CH:24]=[CH:25][C:20]=1[NH:19][C:17]([NH:16][C:10]1[CH:11]=[CH:12][C:13]([O:14][CH3:15])=[C:8]([C:6]2[NH:30][N:3]=[CH:4][CH:5]=2)[CH:9]=1)=[O:18]. The yield is 0.760.